Dataset: Aqueous solubility values for 9,982 compounds from the AqSolDB database. Task: Regression/Classification. Given a drug SMILES string, predict its absorption, distribution, metabolism, or excretion properties. Task type varies by dataset: regression for continuous measurements (e.g., permeability, clearance, half-life) or binary classification for categorical outcomes (e.g., BBB penetration, CYP inhibition). For this dataset (solubility_aqsoldb), we predict Y. (1) The drug is CS(=O)(=O)c1cc(C(F)(F)F)ccc1C(=O)c1cnoc1C1CC1. The Y is -4.76 log mol/L. (2) The drug is N#CCCN(CCC#N)c1ccc(N=Nc2ccc([N+](=O)[O-])cc2Cl)cc1. The Y is -4.28 log mol/L. (3) The drug is CCCCCCCCCCCC(=O)OCCC(C)C. The Y is -6.73 log mol/L. (4) The drug is CCN(CC)CN(CC)CC. The Y is -0.200 log mol/L. (5) The Y is -7.82 log mol/L. The molecule is Clc1cc(Cl)c2cc(Cl)cc(Cl)c2c1. (6) The drug is Clc1cc2c(cc1Cl)Oc1ccccc1O2. The Y is -7.23 log mol/L.